Predict which catalyst facilitates the given reaction. From a dataset of Catalyst prediction with 721,799 reactions and 888 catalyst types from USPTO. (1) Reactant: [NH2:1][C:2]1[CH:10]=[CH:9][C:5]([C:6]([OH:8])=[O:7])=[CH:4][CH:3]=1.[S-:11][C:12]#[N:13].[K+].BrBr. The catalyst class is: 313. Product: [NH2:13][C:12]1[S:11][C:3]2[CH:4]=[C:5]([C:6]([OH:8])=[O:7])[CH:9]=[CH:10][C:2]=2[N:1]=1. (2) Reactant: [CH3:1]/[C:2](/[CH2:6][CH2:7][CH:8]=[C:9]([CH3:11])[CH3:10])=[CH:3]\[CH2:4][NH2:5].C(N(CC)CC)C.[C:19](Cl)(=[O:21])[CH3:20]. Product: [CH3:1]/[C:2](/[CH2:6][CH2:7][CH:8]=[C:9]([CH3:11])[CH3:10])=[CH:3]\[CH2:4][NH:5][C:19](=[O:21])[CH3:20]. The catalyst class is: 1. (3) Reactant: [CH2:1]([O:3][SiH:4]([O:8][CH2:9][CH3:10])[O:5][CH2:6][CH3:7])[CH3:2].[CH:11]([CH:13]1[CH2:18][CH2:17][CH:16](C=C)[CH2:15][CH:14]1[CH:21]=[CH2:22])=[CH2:12].CO[SiH](OC)OC.[C:30]1([CH3:37])[C:31](C)=[CH:32][CH:33]=[CH:34][CH:35]=1. Product: [CH2:1]([O:3][Si:4]([O:8][CH2:9][CH3:10])([O:5][CH2:6][CH3:7])[CH2:22][CH2:21][CH:14]1[CH2:15][CH2:16][CH2:17][CH2:18][C:13]1([CH:11]=[CH2:12])[CH:30]=[CH2:35])[CH3:2].[CH2:1]([O:3][Si:4]([O:8][CH2:9][CH3:10])([O:5][CH2:6][CH3:7])[CH2:12][CH2:11][CH:13]=[CH:37][CH:30]1[CH2:35][CH2:34][CH2:33][CH2:32][CH2:31]1)[CH3:2].[CH2:1]([O:3][Si:4]([O:8][CH2:9][CH3:10])([O:5][CH2:6][CH3:7])[CH2:12][CH2:11][CH:13]1[CH2:18][CH2:17][CH2:16][CH2:15][CH2:14]1)[CH3:2]. The catalyst class is: 553. (4) Reactant: [N:1]1[CH:6]=[CH:5][CH:4]=[C:3]([C:7]2[C:8]3[CH:15]=[CH:14][C:13]([OH:16])=[CH:12][C:9]=3[S:10][CH:11]=2)[CH:2]=1.[CH2:17](Br)[CH3:18].C(=O)([O-])[O-].[K+].[K+]. Product: [CH2:17]([O:16][C:13]1[CH:14]=[CH:15][C:8]2[C:7]([C:3]3[CH:2]=[N:1][CH:6]=[CH:5][CH:4]=3)=[CH:11][S:10][C:9]=2[CH:12]=1)[CH3:18]. The catalyst class is: 39. (5) Reactant: [NH:1]1[C:9]2[C:4](=[CH:5][CH:6]=[CH:7][CH:8]=2)[C:3](/[CH:10]=[CH:11]/[C:12]2[CH:17]=[CH:16][CH:15]=[CH:14][C:13]=2[N:18]2[CH:22]=[CH:21][C:20]([CH:23]=O)=[CH:19]2)=[N:2]1.[CH3:25][N:26]([CH3:31])[CH2:27][CH2:28][NH:29][CH3:30].C(O)(=O)C.C(O[BH-](OC(=O)C)OC(=O)C)(=O)C.[Na+]. Product: [NH:1]1[C:9]2[C:4](=[CH:5][CH:6]=[CH:7][CH:8]=2)[C:3](/[CH:10]=[CH:11]/[C:12]2[CH:17]=[CH:16][CH:15]=[CH:14][C:13]=2[N:18]2[CH:22]=[CH:21][C:20]([CH2:23][N:29]([CH3:30])[CH2:28][CH2:27][N:26]([CH3:31])[CH3:25])=[CH:19]2)=[N:2]1. The catalyst class is: 701. (6) Reactant: [Br:1][C:2]1[CH:7]=[CH:6][C:5]([F:8])=[CH:4][N:3]=1.C([Li])CCC.CN(C)[C:16](=[O:18])[CH3:17].Cl. Product: [Br:1][C:2]1[N:3]=[C:4]([C:16](=[O:18])[CH3:17])[C:5]([F:8])=[CH:6][CH:7]=1. The catalyst class is: 27. (7) Reactant: [F:1][C:2]1[N:3]([S:15]([C:18]2[CH:23]=[CH:22][CH:21]=[CH:20][CH:19]=2)(=[O:17])=[O:16])[C:4]([C:9]2[CH:14]=[CH:13][CH:12]=[CH:11][CH:10]=2)=[CH:5][C:6]=1[CH:7]=O.CO.[CH3:26][NH2:27].[BH4-].[Na+].[ClH:30].C(=O)([O-])O.[Na+]. Product: [ClH:30].[F:1][C:2]1[N:3]([S:15]([C:18]2[CH:23]=[CH:22][CH:21]=[CH:20][CH:19]=2)(=[O:17])=[O:16])[C:4]([C:9]2[CH:14]=[CH:13][CH:12]=[CH:11][CH:10]=2)=[CH:5][C:6]=1[CH2:7][NH:27][CH3:26]. The catalyst class is: 5. (8) Reactant: [CH:1]([NH2:4])([CH3:3])[CH3:2].[C:5]1(=O)[CH2:10][CH2:9][CH2:8][C:7](=[O:11])[CH2:6]1.C1(C)C=CC(S(O)(=O)=O)=CC=1.O. Product: [CH:1]([NH:4][C:5]1[CH2:10][CH2:9][CH2:8][C:7](=[O:11])[CH:6]=1)([CH3:3])[CH3:2]. The catalyst class is: 48. (9) Reactant: [NH2:1][C:2]1[N:7]=[C:6]([N:8]2[C:17]3[C:12](=[CH:13][C:14]([F:27])=[C:15]([N:19]4[CH2:22][CH:21]([NH:23][CH:24]([CH3:26])[CH3:25])[CH2:20]4)[C:16]=3[Br:18])[C:11](=[O:28])[C:10]([C:29]([OH:31])=[O:30])=[CH:9]2)[C:5]([F:32])=[CH:4][C:3]=1[F:33].[C:34]([OH:41])(=[O:40])/[CH:35]=[CH:36]\[C:37]([OH:39])=[O:38].C(O)C. Product: [C:34]([OH:41])(=[O:40])/[CH:35]=[CH:36]\[C:37]([OH:39])=[O:38].[NH2:1][C:2]1[N:7]=[C:6]([N:8]2[C:17]3[C:12](=[CH:13][C:14]([F:27])=[C:15]([N:19]4[CH2:20][CH:21]([NH:23][CH:24]([CH3:26])[CH3:25])[CH2:22]4)[C:16]=3[Br:18])[C:11](=[O:28])[C:10]([C:29]([OH:31])=[O:30])=[CH:9]2)[C:5]([F:32])=[CH:4][C:3]=1[F:33]. The catalyst class is: 6. (10) Reactant: [CH2:1]([C:5]1[O:6][C:7]2[CH:37]=[CH:36][CH:35]=[CH:34][C:8]=2[C:9]=1[CH2:10][C:11]1[CH:16]=[CH:15][C:14]([C:17]2[CH:22]=[CH:21][C:20]([O:23][CH2:24][CH2:25][CH2:26][C:27]3[CH:32]=[CH:31][CH:30]=[CH:29][CH:28]=3)=[C:19]([NH2:33])[CH:18]=2)=[CH:13][CH:12]=1)[CH2:2][CH2:3][CH3:4].C(N(C(C)C)CC)(C)C.Cl[C:48](=[O:54])[C:49]([O:51][CH2:52][CH3:53])=[O:50]. Product: [CH2:52]([O:51][C:49](=[O:50])[C:48]([NH:33][C:19]1[CH:18]=[C:17]([C:14]2[CH:13]=[CH:12][C:11]([CH2:10][C:9]3[C:8]4[CH:34]=[CH:35][CH:36]=[CH:37][C:7]=4[O:6][C:5]=3[CH2:1][CH2:2][CH2:3][CH3:4])=[CH:16][CH:15]=2)[CH:22]=[CH:21][C:20]=1[O:23][CH2:24][CH2:25][CH2:26][C:27]1[CH:32]=[CH:31][CH:30]=[CH:29][CH:28]=1)=[O:54])[CH3:53]. The catalyst class is: 46.